This data is from Reaction yield outcomes from USPTO patents with 853,638 reactions. The task is: Predict the reaction yield, written as a fraction of the theoretical maximum amount of product (1.0 means a 100% yield; for example, 0.34 means a 34% yield). (1) The reactants are [Cl:1][C:2]1[CH:10]=[C:9]2[C:5]([CH2:6][C:7](=[O:11])[NH:8]2)=[CH:4][CH:3]=1.[NH:12]1[C:20]2[C:15](=[CH:16][CH:17]=[CH:18][CH:19]=2)[CH:14]=[C:13]1[CH:21]=O. The yield is 0.870. The catalyst is N1CCCCC1.C(O)C. The product is [Cl:1][C:2]1[CH:10]=[C:9]2[C:5]([C:6](=[CH:21][C:13]3[NH:12][C:20]4[C:15]([CH:14]=3)=[CH:16][CH:17]=[CH:18][CH:19]=4)[C:7](=[O:11])[NH:8]2)=[CH:4][CH:3]=1. (2) The reactants are [CH3:1][C:2]1[CH:7]=[CH:6][CH:5]=[CH:4][C:3]=1B(O)O.[C:11]1([C:17]2[CH:22]=[CH:21][C:20](Br)=[CH:19][N:18]=2)[CH:16]=[CH:15][CH:14]=[CH:13][CH:12]=1.[O-]P([O-])([O-])=O.[K+].[K+].[K+].C1(C)C=CC=CC=1. The catalyst is C1C=CC(/C=C/C(/C=C/C2C=CC=CC=2)=O)=CC=1.C1C=CC(/C=C/C(/C=C/C2C=CC=CC=2)=O)=CC=1.C1C=CC(/C=C/C(/C=C/C2C=CC=CC=2)=O)=CC=1.[Pd].[Pd].C1(P(C2CCCCC2)C2C=CC=CC=2C2C(OC)=CC=CC=2OC)CCCCC1.O. The product is [C:11]1([C:17]2[CH:22]=[CH:21][C:20]([C:4]3[CH:3]=[C:2]([CH3:1])[CH:7]=[CH:6][CH:5]=3)=[CH:19][N:18]=2)[CH:16]=[CH:15][CH:14]=[CH:13][CH:12]=1. The yield is 0.780. (3) The reactants are [CH2:1]([N:8]1[C:13](=[O:14])[C:12]2=[CH:15][CH:16]=[C:17]([Cl:18])[N:11]2[N:10]=[C:9]1[CH3:19])[C:2]1[CH:7]=[CH:6][CH:5]=[CH:4][CH:3]=1.CO[CH:22](OC)[N:23]([CH3:25])[CH3:24].[O-]S([O-])(=O)=O.[Mg+2]. The catalyst is CN(C=O)C. The product is [CH2:1]([N:8]1[C:13](=[O:14])[C:12]2=[CH:15][CH:16]=[C:17]([Cl:18])[N:11]2[N:10]=[C:9]1[CH:19]=[CH:22][N:23]([CH3:25])[CH3:24])[C:2]1[CH:7]=[CH:6][CH:5]=[CH:4][CH:3]=1. The yield is 0.960.